The task is: Predict which catalyst facilitates the given reaction.. This data is from Catalyst prediction with 721,799 reactions and 888 catalyst types from USPTO. (1) Reactant: [O:1]=[C:2]1[C:8]2=[N:9][C:10]3[CH:15]=[CH:14][C:13]([C:16]([OH:18])=O)=[CH:12][C:11]=3[N:7]2[CH2:6][CH2:5][CH2:4][NH:3]1.C(N1C=CN=C1)([N:21]1C=CN=C1)=O.C[C:32]1[O:36][N:35]=[C:34](N)[CH:33]=1.[CH2:38]1[CH2:48][CH2:47]N2[C:41](=NCCC2)[CH2:40][CH2:39]1. Product: [O:1]=[C:2]1[C:8]2=[N:9][C:10]3[CH:15]=[CH:14][C:13]([C:16]([NH:21][C:32]4[O:36][N:35]=[C:34]([C:38]5[CH:39]=[CH:40][CH:41]=[CH:47][CH:48]=5)[CH:33]=4)=[O:18])=[CH:12][C:11]=3[N:7]2[CH2:6][CH2:5][CH2:4][NH:3]1. The catalyst class is: 1. (2) Reactant: [C:1]([C@H:5]1[CH2:10][CH2:9][C@H:8]([NH:11][C:12]([C:14]2[N:18]([CH2:19][C:20]3[CH:28]=[CH:27][C:23]([C:24](O)=[O:25])=[CH:22][CH:21]=3)[N:17]=[C:16]([C:29]3[CH:34]=[C:33]([F:35])[C:32]([F:36])=[C:31]([F:37])[CH:30]=3)[CH:15]=2)=[O:13])[CH2:7][CH2:6]1)([CH3:4])([CH3:3])[CH3:2].C1C=NC2N(O)N=NC=2C=1.CCN(C(C)C)C(C)C.C([O:61][C:62](=[O:66])[CH2:63][CH2:64][NH2:65])(C)(C)C.C(Cl)CCl. Product: [C:1]([C@H:5]1[CH2:6][CH2:7][C@H:8]([NH:11][C:12]([C:14]2[N:18]([CH2:19][C:20]3[CH:28]=[CH:27][C:23]([C:24]([NH:65][CH2:64][CH2:63][C:62]([OH:61])=[O:66])=[O:25])=[CH:22][CH:21]=3)[N:17]=[C:16]([C:29]3[CH:30]=[C:31]([F:37])[C:32]([F:36])=[C:33]([F:35])[CH:34]=3)[CH:15]=2)=[O:13])[CH2:9][CH2:10]1)([CH3:4])([CH3:2])[CH3:3]. The catalyst class is: 39.